From a dataset of Full USPTO retrosynthesis dataset with 1.9M reactions from patents (1976-2016). Predict the reactants needed to synthesize the given product. (1) Given the product [F:12][C:13]1[CH:20]=[CH:19][C:16]([CH2:17][NH:11][C@@H:9]2[CH2:10][C@H:8]2[C:2]2[CH:7]=[CH:6][CH:5]=[CH:4][CH:3]=2)=[CH:15][CH:14]=1, predict the reactants needed to synthesize it. The reactants are: Cl.[C:2]1([C@@H:8]2[CH2:10][C@H:9]2[NH2:11])[CH:7]=[CH:6][CH:5]=[CH:4][CH:3]=1.[F:12][C:13]1[CH:20]=[CH:19][C:16]([CH:17]=O)=[CH:15][CH:14]=1.[BH-](OC(C)=O)(OC(C)=O)OC(C)=O.[Na+]. (2) Given the product [Cl:1][C:2]1[CH:3]=[C:4]([F:12])[C:5](/[C:9](=[CH:16]/[C:15]2[CH:18]=[CH:19][CH:20]=[C:21]([Cl:22])[C:14]=2[F:13])/[C:10]#[N:11])=[C:6]([F:8])[CH:7]=1, predict the reactants needed to synthesize it. The reactants are: [Cl:1][C:2]1[CH:7]=[C:6]([F:8])[C:5]([CH2:9][C:10]#[N:11])=[C:4]([F:12])[CH:3]=1.[F:13][C:14]1[C:21]([Cl:22])=[CH:20][CH:19]=[CH:18][C:15]=1[CH:16]=O.C[O-].[Na+]. (3) Given the product [N:4]([C:3]1[CH:5]=[CH:6][C:7]([O:9][CH3:10])=[CH:8][C:2]=1[Cl:1])=[N+:15]=[N-:16], predict the reactants needed to synthesize it. The reactants are: [Cl:1][C:2]1[CH:8]=[C:7]([O:9][CH3:10])[CH:6]=[CH:5][C:3]=1[NH2:4].N([O-])=O.[Na+].[N-:15]=[N+:16]=[N-].[Na+].[OH-].[Na+].